This data is from Forward reaction prediction with 1.9M reactions from USPTO patents (1976-2016). The task is: Predict the product of the given reaction. (1) Given the reactants [Br:1][C:2]1[CH:3]=[CH:4][C:5](F)=[C:6]([CH:9]=1)[CH:7]=[O:8].[NH:11]1[CH2:16][CH2:15][CH2:14][CH2:13][CH2:12]1.C(=O)([O-])[O-].[K+].[K+].O, predict the reaction product. The product is: [Br:1][C:2]1[CH:3]=[CH:4][C:5]([N:11]2[CH2:16][CH2:15][CH2:14][CH2:13][CH2:12]2)=[C:6]([CH:9]=1)[CH:7]=[O:8]. (2) Given the reactants Br[C:2]1[S:6][C:5]([NH:7][C:8](=[O:10])[CH3:9])=[N:4][CH:3]=1.[C:11]([O:15][C:16]([N:18]1[CH2:24][C:23]2[CH:25]=[CH:26][CH:27]=[CH:28][C:22]=2[O:21][CH2:20][CH2:19]1)=[O:17])([CH3:14])([CH3:13])[CH3:12].C([O-])([O-])=O.[K+].[K+], predict the reaction product. The product is: [C:8]([NH:7][C:5]1[S:6][C:2]([C:26]2[CH:27]=[CH:28][C:22]3[O:21][CH2:20][CH2:19][N:18]([C:16]([O:15][C:11]([CH3:13])([CH3:12])[CH3:14])=[O:17])[CH2:24][C:23]=3[CH:25]=2)=[CH:3][N:4]=1)(=[O:10])[CH3:9].